Predict the reaction yield, written as a fraction of the theoretical maximum amount of product (1.0 means a 100% yield; for example, 0.34 means a 34% yield). From a dataset of Reaction yield outcomes from USPTO patents with 853,638 reactions. (1) The reactants are [OH:1][CH:2]([C:18]1[CH:23]=[CH:22][C:21]([O:24][C:25]2[CH:30]=[CH:29][CH:28]=[CH:27][CH:26]=2)=[CH:20][CH:19]=1)[CH:3]([CH2:7][C:8]1[CH:13]=[CH:12][C:11]([C:14]([F:17])([F:16])[F:15])=[CH:10][CH:9]=1)C(O)=O.C1(P(N=[N+]=[N-])(C2C=CC=CC=2)=O)C=CC=CC=1.C([N:50]([CH2:53]C)CC)C.[OH2:55]. The catalyst is O1CCCC1. The product is [O:24]([C:21]1[CH:20]=[CH:19][C:18]([CH:2]2[O:1][C:53](=[O:55])[NH:50][CH:3]2[CH2:7][C:8]2[CH:13]=[CH:12][C:11]([C:14]([F:15])([F:17])[F:16])=[CH:10][CH:9]=2)=[CH:23][CH:22]=1)[C:25]1[CH:26]=[CH:27][CH:28]=[CH:29][CH:30]=1. The yield is 0.920. (2) The reactants are [CH3:1][C@:2]12[C:10]([C:11]3([CH2:14]/[CH:15]=[CH:16]\[C:17]([OH:26])([C:22]([F:25])([F:24])[F:23])[C:18]([F:21])([F:20])[F:19])[CH2:13][CH2:12]3)=[CH:9][CH2:8][C@H:7]1[C@@H:6]([OH:27])[CH2:5][CH2:4][CH2:3]2.[Cr](O[Cr]([O-])(=O)=O)([O-])(=O)=O.[NH+]1C=CC=CC=1.[NH+]1C=CC=CC=1. The catalyst is ClCCl. The product is [CH3:1][C@:2]12[C:10]([C:11]3([CH:14]=[CH:15][CH2:16][C:17]([OH:26])([C:18]([F:19])([F:20])[F:21])[C:22]([F:23])([F:24])[F:25])[CH2:13][CH2:12]3)=[CH:9][CH2:8][C@H:7]1[C:6](=[O:27])[CH2:5][CH2:4][CH2:3]2. The yield is 0.980. (3) The reactants are C([O:5][C:6]([C:8]1[O:9][C:10]2[CH:17]=[CH:16][CH:15]=[C:14]([O:18][CH3:19])[C:11]=2[C:12]=1[CH3:13])=[O:7])(C)(C)C.[C:20](Cl)(=[O:22])[CH3:21]. The catalyst is ClC1C=CC=CC=1.[Ti](Cl)(Cl)(Cl)Cl. The product is [C:20]([C:15]1[CH:16]=[CH:17][C:10]2[O:9][C:8]([C:6]([OH:5])=[O:7])=[C:12]([CH3:13])[C:11]=2[C:14]=1[O:18][CH3:19])(=[O:22])[CH3:21]. The yield is 0.570.